From a dataset of Retrosynthesis with 50K atom-mapped reactions and 10 reaction types from USPTO. Predict the reactants needed to synthesize the given product. (1) Given the product COc1ccc(C(O)c2cc(OC)c(OC)c(OC)c2)cc1, predict the reactants needed to synthesize it. The reactants are: COc1ccc(C(=O)c2cc(OC)c(OC)c(OC)c2)cc1. (2) The reactants are: Clc1ccc(CBr)cc1.N#C[C@@H]1C[C@H](F)CN1C(=O)CNC12CCC(C(=O)O)(CC1)CC2. Given the product N#C[C@@H]1C[C@H](F)CN1C(=O)CNC12CCC(C(=O)OCc3ccc(Cl)cc3)(CC1)CC2, predict the reactants needed to synthesize it. (3) The reactants are: O=C(NCc1ccc(Cl)cc1)c1cnc2c(F)cc(C#CCCCO)cc2c1O. Given the product O=C(NCc1ccc(Cl)cc1)c1cnc2c(F)cc(CCCCCO)cc2c1O, predict the reactants needed to synthesize it. (4) Given the product C=CCCCC[C@H]1CC[C@H](c2ccc(C#N)cc2)CC1, predict the reactants needed to synthesize it. The reactants are: C=CCCC[Mg+].N#Cc1ccc([C@H]2CC[C@H](CI)CC2)cc1. (5) Given the product O=C(O)C(F)(F)F, predict the reactants needed to synthesize it. The reactants are: CC(C)c1noc(N2CCC(COc3ccc(-c4ccc(S(=O)(=O)NCCNC(=O)OC(C)(C)C)cc4)cc3)CC2)n1.